The task is: Predict which catalyst facilitates the given reaction.. This data is from Catalyst prediction with 721,799 reactions and 888 catalyst types from USPTO. (1) Reactant: C(OC([NH:8][C:9]1[CH:14]=[CH:13][CH:12]=[CH:11][C:10]=1[NH:15][C:16](=[O:36])[C:17]1[CH:22]=[CH:21][C:20]([N:23]2[CH2:28][CH2:27][N:26]([CH2:29][C:30]3[CH:35]=[CH:34][CH:33]=[CH:32][CH:31]=3)[CH2:25][CH2:24]2)=[N:19][CH:18]=1)=O)(C)(C)C.Cl. Product: [NH2:8][C:9]1[CH:14]=[CH:13][CH:12]=[CH:11][C:10]=1[NH:15][C:16](=[O:36])[C:17]1[CH:22]=[CH:21][C:20]([N:23]2[CH2:28][CH2:27][N:26]([CH2:29][C:30]3[CH:35]=[CH:34][CH:33]=[CH:32][CH:31]=3)[CH2:25][CH2:24]2)=[N:19][CH:18]=1. The catalyst class is: 12. (2) Reactant: [C:1]([CH2:3][C:4]([O:6][CH2:7][CH2:8][CH2:9][CH2:10][CH2:11][CH2:12][CH2:13][CH3:14])=[O:5])#[N:2].[CH2:15]=O. Product: [C:1]([C:3](=[CH2:15])[C:4]([O:6][CH2:7][CH2:8][CH2:9][CH2:10][CH2:11][CH2:12][CH2:13][CH3:14])=[O:5])#[N:2]. The catalyst class is: 11. (3) Reactant: [C:1]([CH:4]1[CH2:9][CH2:8][N:7]([C:10]([O:12][C:13]([CH3:16])([CH3:15])[CH3:14])=[O:11])[CH2:6][CH2:5]1)(=[O:3])[CH3:2].[C:17](OCC)(=[O:19])[CH3:18].CC(C)([O-])C.[K+]. Product: [C:13]([O:12][C:10]([N:7]1[CH2:6][CH2:5][CH:4]([C:1](=[O:3])[CH2:2][C:17](=[O:19])[CH3:18])[CH2:9][CH2:8]1)=[O:11])([CH3:16])([CH3:15])[CH3:14]. The catalyst class is: 237. (4) Reactant: [CH3:1][C:2]1[C:11]2[C:6](=[CH:7][C:8]([CH3:12])=[CH:9][CH:10]=2)[C:5]([N+:13]([O-])=O)=[CH:4][CH:3]=1. Product: [CH3:1][C:2]1[C:11]2[C:6](=[CH:7][C:8]([CH3:12])=[CH:9][CH:10]=2)[C:5]([NH2:13])=[CH:4][CH:3]=1. The catalyst class is: 171. (5) Reactant: C1(P(C2C=CC=CC=2)C2C=CC=CC=2)C=CC=CC=1.[Cl:20][C:21]1[CH:26]=[CH:25][CH:24]=[CH:23][C:22]=1[OH:27].[CH2:28]([N:35]1[CH2:40][CH2:39][CH:38](O)[CH2:37][CH2:36]1)[C:29]1[CH:34]=[CH:33][CH:32]=[CH:31][CH:30]=1. Product: [CH2:28]([N:35]1[CH2:40][CH2:39][CH:38]([O:27][C:22]2[CH:23]=[CH:24][CH:25]=[CH:26][C:21]=2[Cl:20])[CH2:37][CH2:36]1)[C:29]1[CH:34]=[CH:33][CH:32]=[CH:31][CH:30]=1. The catalyst class is: 4.